Dataset: Catalyst prediction with 721,799 reactions and 888 catalyst types from USPTO. Task: Predict which catalyst facilitates the given reaction. (1) Reactant: [Br:1][C:2]1[CH:7]=[CH:6][C:5]([C:8]([CH3:11])([CH3:10])[CH3:9])=[CH:4][CH:3]=1.[N+:12]([O-])([OH:14])=[O:13].S(=O)(=O)(O)O. Product: [Br:1][C:2]1[CH:7]=[CH:6][C:5]([C:8]([CH3:11])([CH3:10])[CH3:9])=[CH:4][C:3]=1[N+:12]([O-:14])=[O:13]. The catalyst class is: 15. (2) Reactant: C([O:8][C:9]1[CH:10]=[C:11]2[C:15](=[CH:16][CH:17]=1)[N:14]([S:18]([C:21]1[CH:26]=[CH:25][CH:24]=[CH:23][CH:22]=1)(=[O:20])=[O:19])[CH:13]=[CH:12]2)C1C=CC=CC=1.C1CCCCC=1.Cl. Product: [C:21]1([S:18]([N:14]2[C:15]3[C:11](=[CH:10][C:9]([OH:8])=[CH:17][CH:16]=3)[CH:12]=[CH:13]2)(=[O:19])=[O:20])[CH:22]=[CH:23][CH:24]=[CH:25][CH:26]=1. The catalyst class is: 50. (3) Reactant: [C:1]([O:5][C:6]([NH:8][C@@H:9]([C:12]1[CH:13]=[C:14]([C:18]2[CH:23]=[C:22]([C:24](=[O:36])[NH:25][C@@H:26]3[C:35]4[C:30](=[CH:31][CH:32]=[CH:33][CH:34]=4)[O:29][CH2:28][CH2:27]3)[CH:21]=[C:20]([CH2:37][O:38][C:39]3[CH:44]=[CH:43][CH:42]=[CH:41][C:40]=3[CH2:45][C:46]([O:48]C)=[O:47])[CH:19]=2)[CH:15]=[CH:16][CH:17]=1)[CH2:10][OH:11])=[O:7])([CH3:4])([CH3:3])[CH3:2].[Li+].[OH-].O. Product: [C:1]([O:5][C:6]([NH:8][C@@H:9]([C:12]1[CH:13]=[C:14]([C:18]2[CH:23]=[C:22]([C:24](=[O:36])[NH:25][C@@H:26]3[C:35]4[C:30](=[CH:31][CH:32]=[CH:33][CH:34]=4)[O:29][CH2:28][CH2:27]3)[CH:21]=[C:20]([CH2:37][O:38][C:39]3[CH:44]=[CH:43][CH:42]=[CH:41][C:40]=3[CH2:45][C:46]([OH:48])=[O:47])[CH:19]=2)[CH:15]=[CH:16][CH:17]=1)[CH2:10][OH:11])=[O:7])([CH3:4])([CH3:2])[CH3:3]. The catalyst class is: 1. (4) Reactant: [CH3:1][CH:2]([O:4][C:5]1[CH:6]=[CH:7][C:8]([CH:11]([OH:13])[CH3:12])=[N:9][CH:10]=1)[CH3:3].CC1(C)N([O])C(C)(C)CCC1.ClN1C(=O)N(Cl)C(=O)N(Cl)C1=O. Product: [CH3:3][CH:2]([O:4][C:5]1[CH:6]=[CH:7][C:8]([C:11](=[O:13])[CH3:12])=[N:9][CH:10]=1)[CH3:1]. The catalyst class is: 21. (5) Reactant: Cl.[Cl:2][C:3]1[C:11]([O:12][CH2:13][CH2:14][CH2:15][NH2:16])=[CH:10][C:9]([I:17])=[C:8]2[C:4]=1[CH2:5][NH:6][C:7]2=[O:18].C(N(CC)CC)C.[CH2:26]([N:28]=[C:29]=[O:30])[CH3:27]. Product: [Cl:2][C:3]1[C:11]([O:12][CH2:13][CH2:14][CH2:15][NH:16][C:29](=[O:30])[NH:28][CH2:26][CH3:27])=[CH:10][C:9]([I:17])=[C:8]2[C:4]=1[CH2:5][NH:6][C:7]2=[O:18]. The catalyst class is: 4. (6) Reactant: [O:1]=[C:2]([CH:12]=[CH2:13])[CH2:3][CH2:4][CH2:5][CH2:6][CH2:7][CH2:8][C:9]([OH:11])=[O:10].[BH4-].[Na+].Cl. Product: [OH:1][CH:2]([CH:12]=[CH2:13])[CH2:3][CH2:4][CH2:5][CH2:6][CH2:7][CH2:8][C:9]([OH:11])=[O:10]. The catalyst class is: 5. (7) Reactant: [F:1][C:2]1[C:7]([O:8][CH3:9])=[CH:6][C:5]([O:10][CH3:11])=[C:4]([F:12])[C:3]=1[N:13]1[CH2:18][C:17]2[CH:19]=[N:20][C:21]([C:23]3[CH:24]=[CH:25][C:26]([C:29]#[N:30])=[N:27][CH:28]=3)=[CH:22][C:16]=2[N:15]([CH2:31][CH3:32])[C:14]1=[O:33].[OH-:34].[Na+]. Product: [F:12][C:4]1[C:5]([O:10][CH3:11])=[CH:6][C:7]([O:8][CH3:9])=[C:2]([F:1])[C:3]=1[N:13]1[CH2:18][C:17]2[CH:19]=[N:20][C:21]([C:23]3[CH:24]=[CH:25][C:26]([C:29]([NH2:30])=[O:34])=[N:27][CH:28]=3)=[CH:22][C:16]=2[N:15]([CH2:31][CH3:32])[C:14]1=[O:33]. The catalyst class is: 8.